From a dataset of TCR-epitope binding with 47,182 pairs between 192 epitopes and 23,139 TCRs. Binary Classification. Given a T-cell receptor sequence (or CDR3 region) and an epitope sequence, predict whether binding occurs between them. (1) The epitope is GTSGSPIIDK. The TCR CDR3 sequence is CASSYGVLGQPQHF. Result: 0 (the TCR does not bind to the epitope). (2) The epitope is RQLLFVVEV. The TCR CDR3 sequence is CASSRGIVYEQYF. Result: 1 (the TCR binds to the epitope). (3) The epitope is FLPRVFSAV. The TCR CDR3 sequence is CASSFGLGPIYEQYF. Result: 1 (the TCR binds to the epitope). (4) The epitope is FVRATATIPI. The TCR CDR3 sequence is CASLVGGGDTGELFF. Result: 0 (the TCR does not bind to the epitope). (5) The epitope is YLQPRTFLL. The TCR CDR3 sequence is CSVEGIRDPSGMNTEAFF. Result: 0 (the TCR does not bind to the epitope).